Dataset: Forward reaction prediction with 1.9M reactions from USPTO patents (1976-2016). Task: Predict the product of the given reaction. Given the reactants FC(F)(F)C1C=C(C2ON=C([C:21]3[CH:29]=[CH:28][CH:27]=[C:26]4[C:22]=3[CH:23]=[CH:24][NH:25]4)N=2)C=CC=1OC(C)C(F)(F)F.[H-].[Na+].C([Si](OCCI)(C)C)(C)(C)C.O, predict the reaction product. The product is: [NH:25]1[C:26]2[C:22](=[CH:21][CH:29]=[CH:28][CH:27]=2)[CH:23]=[CH:24]1.